This data is from Reaction yield outcomes from USPTO patents with 853,638 reactions. The task is: Predict the reaction yield, written as a fraction of the theoretical maximum amount of product (1.0 means a 100% yield; for example, 0.34 means a 34% yield). (1) The reactants are [C:1]([C:5]1[CH:9]=[C:8]([NH:10][C:11]([NH:13][C:14]2[CH:19]=[C:18]([C:20]3[C:32](=[O:33])[N:31]([CH3:34])[C:23]4[N:24]=[C:25](S(C)=O)[N:26]=[CH:27][C:22]=4[CH:21]=3)[CH:17]=[CH:16][C:15]=2[F:35])=[O:12])[O:7][N:6]=1)([CH3:4])([CH3:3])[CH3:2].[NH2:36][C@H:37]([CH2:39][OH:40])[CH3:38]. No catalyst specified. The product is [C:1]([C:5]1[CH:9]=[C:8]([NH:10][C:11]([NH:13][C:14]2[CH:19]=[C:18]([C:20]3[C:32](=[O:33])[N:31]([CH3:34])[C:23]4[N:24]=[C:25]([NH:36][C@@H:37]([CH3:38])[CH2:39][OH:40])[N:26]=[CH:27][C:22]=4[CH:21]=3)[CH:17]=[CH:16][C:15]=2[F:35])=[O:12])[O:7][N:6]=1)([CH3:4])([CH3:3])[CH3:2]. The yield is 0.460. (2) The reactants are [CH3:1][C:2]1[C:6]2[CH2:7][CH2:8][CH2:9][C:5]=2[N:4]([C:10]2[CH:18]=[CH:17][C:13]([C:14](O)=[O:15])=[CH:12][C:11]=2[C:19]([F:22])([F:21])[F:20])[N:3]=1.CN(C(ON1N=NC2C=CC=CC1=2)=[N+](C)C)C.[B-](F)(F)(F)F.C(N(C(C)C)CC)(C)C.[Cl:54][C:55]1[CH:66]=[CH:65][C:58]2[NH:59][C:60]([C@@H:62]([NH2:64])[CH3:63])=[N:61][C:57]=2[CH:56]=1.ClCl. The catalyst is O1CCCC1.ClCCl.C(O)C. The product is [Cl:54][C:55]1[CH:66]=[CH:65][C:58]2[NH:59][C:60]([C@@H:62]([NH:64][C:14](=[O:15])[C:13]3[CH:17]=[CH:18][C:10]([N:4]4[C:5]5[CH2:9][CH2:8][CH2:7][C:6]=5[C:2]([CH3:1])=[N:3]4)=[C:11]([C:19]([F:20])([F:21])[F:22])[CH:12]=3)[CH3:63])=[N:61][C:57]=2[CH:56]=1. The yield is 0.470. (3) The reactants are O[CH2:2][C:3]1[CH:14]=[N:13][C:6]2[N:7]([CH3:12])[CH2:8][C:9](=[O:11])[NH:10][C:5]=2[CH:4]=1.[I-].C(C[P+](C)(C)C)#N.C(N(C(C)C)C(C)C)C.Cl.[Cl:33][C:34]1[CH:39]=[CH:38][C:37]([CH:40]2[CH2:45][CH2:44][NH:43][CH2:42][CH2:41]2)=[CH:36][CH:35]=1. The catalyst is C(#N)CC.O. The product is [Cl:33][C:34]1[CH:39]=[CH:38][C:37]([CH:40]2[CH2:41][CH2:42][N:43]([CH2:2][C:3]3[CH:14]=[N:13][C:6]4[N:7]([CH3:12])[CH2:8][C:9](=[O:11])[NH:10][C:5]=4[CH:4]=3)[CH2:44][CH2:45]2)=[CH:36][CH:35]=1. The yield is 0.110. (4) The reactants are C([O:3][C:4](=[O:25])[C:5]1[CH:10]=[CH:9][C:8]([CH2:11][C:12]2[CH:17]=[CH:16][CH:15]=[CH:14][C:13]=2[C:18]([O:20]C)=[O:19])=[C:7]([N+:22]([O-:24])=[O:23])[CH:6]=1)C.[Li+].[OH-]. The catalyst is C1COCC1. The product is [C:18]([C:13]1[CH:14]=[CH:15][CH:16]=[CH:17][C:12]=1[CH2:11][C:8]1[CH:9]=[CH:10][C:5]([C:4]([OH:25])=[O:3])=[CH:6][C:7]=1[N+:22]([O-:24])=[O:23])([OH:20])=[O:19]. The yield is 0.670. (5) The reactants are Br[CH2:2][CH2:3][CH:4]=[C:5]1[C:11]2[CH:12]=[CH:13][CH:14]=[N:15][C:10]=2[CH2:9][O:8][C:7]2[CH:16]=[CH:17][C:18]([C:20]([OH:23])([CH3:22])[CH3:21])=[CH:19][C:6]1=2.C(=O)([O-])[O-].[K+].[K+].[Cl:30][C:31]1[CH:36]=[CH:35][C:34]([NH:37][C:38]2([C:44]#[N:45])[CH2:43][CH2:42][NH:41][CH2:40][CH2:39]2)=[CH:33][CH:32]=1. The catalyst is O.C(#N)C.C(OCC)(=O)C. The product is [Cl:30][C:31]1[CH:32]=[CH:33][C:34]([NH:37][C:38]2([C:44]#[N:45])[CH2:43][CH2:42][N:41]([CH2:2][CH2:3][CH:4]=[C:5]3[C:11]4[CH:12]=[CH:13][CH:14]=[N:15][C:10]=4[CH2:9][O:8][C:7]4[CH:16]=[CH:17][C:18]([C:20]([OH:23])([CH3:22])[CH3:21])=[CH:19][C:6]3=4)[CH2:40][CH2:39]2)=[CH:35][CH:36]=1. The yield is 0.0800. (6) The reactants are [F:1][C:2]([F:34])([F:33])[C:3]1[CH:4]=[C:5]([CH:30]=[CH:31][CH:32]=1)[CH2:6][NH:7][C:8](=[O:29])[C:9]1[CH:14]=[CH:13][N:12]=[C:11]([C:15]2[CH:20]=[C:19]([O:21][CH:22]3[CH2:27][CH2:26][O:25][CH2:24][CH2:23]3)[CH:18]=[CH:17][C:16]=2[NH2:28])[CH:10]=1.[C:35]([O:39][C:40](=[O:54])[CH2:41][CH2:42][S:43][CH2:44][C:45]1[CH:46]=[C:47]([CH:51]=[CH:52][CH:53]=1)[C:48](O)=[O:49])([CH3:38])([CH3:37])[CH3:36].CCN=C=NCCCN(C)C.Cl. The catalyst is ClCCl.CN(C)C1C=CN=CC=1. The product is [F:34][C:2]([F:1])([F:33])[C:3]1[CH:4]=[C:5]([CH:30]=[CH:31][CH:32]=1)[CH2:6][NH:7][C:8]([C:9]1[CH:14]=[CH:13][N:12]=[C:11]([C:15]2[CH:20]=[C:19]([O:21][CH:22]3[CH2:27][CH2:26][O:25][CH2:24][CH2:23]3)[CH:18]=[CH:17][C:16]=2[NH:28][C:48]([C:47]2[CH:46]=[C:45]([CH:53]=[CH:52][CH:51]=2)[CH2:44][S:43][CH2:42][CH2:41][C:40]([O:39][C:35]([CH3:38])([CH3:36])[CH3:37])=[O:54])=[O:49])[CH:10]=1)=[O:29]. The yield is 0.420. (7) The reactants are Cl[CH2:2][CH2:3][CH2:4][S:5]([N:8]1[CH2:13][CH2:12][CH:11]([C:14]2[C:22]3[C:17](=[C:18]([C:29]([NH2:31])=[O:30])[CH:19]=[C:20]([C:23]4[CH:28]=[CH:27][CH:26]=[CH:25][CH:24]=4)[CH:21]=3)[NH:16][N:15]=2)[CH2:10][CH2:9]1)(=[O:7])=[O:6].C([O-])([O-])=O.[K+].[K+].[NH:38]1[CH2:42][CH2:41][CH2:40][CH2:39]1.[I-].[Na+]. The catalyst is C(#N)C. The product is [C:23]1([C:20]2[CH:21]=[C:22]3[C:17](=[C:18]([C:29]([NH2:31])=[O:30])[CH:19]=2)[NH:16][N:15]=[C:14]3[CH:11]2[CH2:12][CH2:13][N:8]([S:5]([CH2:4][CH2:3][CH2:2][N:38]3[CH2:42][CH2:41][CH2:40][CH2:39]3)(=[O:7])=[O:6])[CH2:9][CH2:10]2)[CH:28]=[CH:27][CH:26]=[CH:25][CH:24]=1. The yield is 0.280.